Dataset: HIV replication inhibition screening data with 41,000+ compounds from the AIDS Antiviral Screen. Task: Binary Classification. Given a drug SMILES string, predict its activity (active/inactive) in a high-throughput screening assay against a specified biological target. (1) The molecule is C1CN(C2=[S+][Cu-3]3([S+]=C(N4CCOCC4)[SH+]3)[SH+]2)CCO1. The result is 0 (inactive). (2) The compound is Nc1ccc2cc(S(=O)(=O)O)c(N=Nc3ccc(-c4ccc(N=Nc5c(S(=O)(=O)O)cc6cc(S(=O)(=O)O)c(N=Nc7cccc([N+](=O)[O-])c7)c(N)c6c5O)cc4)cc3)c(O)c2c1. The result is 1 (active).